The task is: Predict the reaction yield, written as a fraction of the theoretical maximum amount of product (1.0 means a 100% yield; for example, 0.34 means a 34% yield).. This data is from Reaction yield outcomes from USPTO patents with 853,638 reactions. (1) The reactants are Cl.[Cl:2][C:3]1[CH:8]=[CH:7][CH:6]=[CH:5][C:4]=1[N:9]1[CH2:13][CH2:12][C@:11]2([CH2:18][CH2:17][CH2:16][NH:15][CH2:14]2)[C:10]1=[O:19].Cl[C:21]1[CH:26]=[CH:25][C:24]([N+:27]([O-])=O)=[CH:23][N:22]=1.C(=O)([O-])[O-].[K+].[K+].CN(C)C=O. No catalyst specified. The product is [NH2:27][C:24]1[CH:25]=[CH:26][C:21]([N:15]2[CH2:16][CH2:17][CH2:18][C@@:11]3([C:10](=[O:19])[N:9]([C:4]4[CH:5]=[CH:6][CH:7]=[CH:8][C:3]=4[Cl:2])[CH2:13][CH2:12]3)[CH2:14]2)=[N:22][CH:23]=1. The yield is 1.00. (2) The reactants are [C:1]([O-:4])(=[O:3])[CH3:2].[K+].[I-].[K+].Br[CH2:9][CH2:10][CH2:11][C:12]([CH2:14][CH2:15][CH2:16][C:17](=[O:22])[CH2:18][CH2:19][CH2:20]Br)=[O:13]. The catalyst is C(OC(=O)C)(=O)C.CCOC(C)=O. The product is [C:1]([O:4][CH2:9][CH2:10][CH2:11][C:12]([CH2:14][CH2:15][CH2:16][C:17](=[O:22])[CH2:18][CH2:19][CH2:20][O:4][C:1](=[O:3])[CH3:2])=[O:13])(=[O:3])[CH3:2]. The yield is 0.663. (3) The reactants are N(C(C)C)C(C)C.[Li]CCCC.[Br:13][C:14]1[CH:19]=[CH:18][C:17]([NH2:20])=[C:16]([F:21])[CH:15]=1.Cl[C:23]1[C:24]([C:31]([OH:33])=[O:32])=[CH:25][N:26]([CH3:30])[C:27](=[O:29])[CH:28]=1. The catalyst is C1COCC1. The product is [Br:13][C:14]1[CH:19]=[CH:18][C:17]([NH:20][C:23]2[C:24]([C:31]([OH:33])=[O:32])=[CH:25][N:26]([CH3:30])[C:27](=[O:29])[CH:28]=2)=[C:16]([F:21])[CH:15]=1. The yield is 0.770. (4) The reactants are CON(C)[C:4]([C:6]1[C:11](=[O:12])[C:10]([O:13][CH3:14])=[CH:9][N:8]([C:15]2[CH:16]=[N:17][CH:18]=[CH:19][CH:20]=2)[N:7]=1)=[O:5].[CH3:22][Mg+].[Br-]. The catalyst is C1COCC1. The product is [C:4]([C:6]1[C:11](=[O:12])[C:10]([O:13][CH3:14])=[CH:9][N:8]([C:15]2[CH:16]=[N:17][CH:18]=[CH:19][CH:20]=2)[N:7]=1)(=[O:5])[CH3:22]. The yield is 0.620. (5) The product is [Cl:1][C:2]1[CH:7]=[CH:6][C:5]([C:8]2[C:9]([NH:17][C:26](=[O:27])[CH2:25][C:20]3[CH:21]=[CH:22][CH:23]=[CH:24][C:19]=3[OH:18])=[N:10][N:11]3[CH:16]=[CH:15][CH:14]=[N:13][C:12]=23)=[CH:4][CH:3]=1. The reactants are [Cl:1][C:2]1[CH:7]=[CH:6][C:5]([C:8]2[C:9]([NH2:17])=[N:10][N:11]3[CH:16]=[CH:15][CH:14]=[N:13][C:12]=23)=[CH:4][CH:3]=1.[OH:18][C:19]1[CH:24]=[CH:23][CH:22]=[CH:21][C:20]=1[CH2:25][C:26](O)=[O:27].Cl.CN(C)CCCN=C=NCC.O.ON1C2C=CC=CC=2N=N1. The catalyst is N1C=CC=CC=1. The yield is 0.190. (6) The reactants are S(Cl)(Cl)=O.[Br:5][C:6]1[CH:25]=[CH:24][C:9]2[O:10][CH2:11][CH:12](O)[C:13]3[S:17][C:16]([C:18]([O:20][CH2:21][CH3:22])=[O:19])=[N:15][C:14]=3[C:8]=2[CH:7]=1.C1OCCOCCOCCOCCOCCOC1.[C-:44]#[N:45].[K+]. The catalyst is ClCCl.CC#N.O. The product is [Br:5][C:6]1[CH:25]=[CH:24][C:9]2[O:10][CH2:11][CH:12]([C:44]#[N:45])[C:13]3[S:17][C:16]([C:18]([O:20][CH2:21][CH3:22])=[O:19])=[N:15][C:14]=3[C:8]=2[CH:7]=1. The yield is 0.350. (7) The reactants are Br[C:2]1[CH:14]=[CH:13][C:5]2[C:6](=[O:12])[N:7]([CH3:11])[CH2:8][CH2:9][CH2:10][C:4]=2[CH:3]=1.[NH2:15][C:16]([O:18][C:19]([CH3:22])([CH3:21])[CH3:20])=[O:17].CC1(C)C2C(=C(P(C3C=CC=CC=3)C3C=CC=CC=3)C=CC=2)OC2C(P(C3C=CC=CC=3)C3C=CC=CC=3)=CC=CC1=2.C([O-])([O-])=O.[Cs+].[Cs+]. The catalyst is O1CCOCC1.C1C=CC(/C=C/C(/C=C/C2C=CC=CC=2)=O)=CC=1.C1C=CC(/C=C/C(/C=C/C2C=CC=CC=2)=O)=CC=1.C1C=CC(/C=C/C(/C=C/C2C=CC=CC=2)=O)=CC=1.[Pd].[Pd]. The product is [CH3:11][N:7]1[CH2:8][CH2:9][CH2:10][C:4]2[CH:3]=[C:2]([NH:15][C:16](=[O:17])[O:18][C:19]([CH3:22])([CH3:21])[CH3:20])[CH:14]=[CH:13][C:5]=2[C:6]1=[O:12]. The yield is 0.500. (8) The reactants are [NH2:1][C:2]1[CH:32]=[CH:31][C:5]([C:6]([N:8]2[CH2:12][CH2:11][C@@H:10]([NH:13][C:14]3[N:19]=[C:18]([C:20]4[C:28]5[C:23](=[CH:24][CH:25]=[CH:26][CH:27]=5)[NH:22][CH:21]=4)[C:17]([C:29]#[N:30])=[CH:16][N:15]=3)[CH2:9]2)=[O:7])=[CH:4][CH:3]=1.[CH3:33][CH2:34][N:35]([CH:39]([CH3:41])C)[CH:36]([CH3:38])C.BrC/C=[CH:45]/[C:46](Cl)=[O:47].N1CCCC1. The catalyst is C1COCC1. The product is [C:29]([C:17]1[C:18]([C:20]2[C:28]3[C:23](=[CH:24][CH:25]=[CH:26][CH:27]=3)[NH:22][CH:21]=2)=[N:19][C:14]([NH:13][C@@H:10]2[CH2:11][CH2:12][N:8]([C:6]([C:5]3[CH:4]=[CH:3][C:2]([NH:1][C:46](=[O:47])/[CH:45]=[CH:41]/[CH2:39][N:35]4[CH2:34][CH2:33][CH2:38][CH2:36]4)=[CH:32][CH:31]=3)=[O:7])[CH2:9]2)=[N:15][CH:16]=1)#[N:30]. The yield is 0.150. (9) The reactants are C([O:8][C:9](=[O:38])[C:10]([O:13][C:14]1[CH:19]=[CH:18][CH:17]=[C:16]([CH:20]2[CH2:25][CH2:24][CH2:23][N:22]([C:26](=[O:37])[CH2:27][C:28]3[CH:33]=[CH:32][C:31]([CH:34]([CH3:36])[CH3:35])=[CH:30][CH:29]=3)[CH2:21]2)[CH:15]=1)([CH3:12])[CH3:11])C1C=CC=CC=1. The catalyst is [Pd].CO. The product is [CH:34]([C:31]1[CH:32]=[CH:33][C:28]([CH2:27][C:26]([N:22]2[CH2:23][CH2:24][CH2:25][CH:20]([C:16]3[CH:15]=[C:14]([CH:19]=[CH:18][CH:17]=3)[O:13][C:10]([CH3:11])([CH3:12])[C:9]([OH:38])=[O:8])[CH2:21]2)=[O:37])=[CH:29][CH:30]=1)([CH3:36])[CH3:35]. The yield is 0.780.